Dataset: Forward reaction prediction with 1.9M reactions from USPTO patents (1976-2016). Task: Predict the product of the given reaction. (1) Given the reactants C(OC(C1OC(Cl)=NC=1)=O)C.[O:12]=[C:13]1[NH:17][CH:16]=[C:15]([C:18]([OH:20])=O)[O:14]1.[CH3:21][NH:22][CH2:23][CH2:24][CH2:25][N:26]1[CH2:31][CH2:30][N:29]([C:32]([O:34][CH2:35][C:36]2[CH:41]=[C:40]([Cl:42])[CH:39]=[C:38]([Cl:43])[CH:37]=2)=[O:33])[CH2:28][CH2:27]1, predict the reaction product. The product is: [CH3:21][N:22]([CH2:23][CH2:24][CH2:25][N:26]1[CH2:27][CH2:28][N:29]([C:32]([O:34][CH2:35][C:36]2[CH:37]=[C:38]([Cl:43])[CH:39]=[C:40]([Cl:42])[CH:41]=2)=[O:33])[CH2:30][CH2:31]1)[C:18]([C:15]1[O:14][C:13](=[O:12])[NH:17][CH:16]=1)=[O:20]. (2) Given the reactants C(OC([NH:8][CH2:9][C:10]1[CH:15]=[CH:14][C:13]([CH2:16][CH:17]([O:23][CH:24]([CH3:26])[CH3:25])[C:18]([O:20][CH2:21][CH3:22])=[O:19])=[CH:12][CH:11]=1)=O)(C)(C)C.[ClH:27].O1CCOCC1, predict the reaction product. The product is: [Cl-:27].[NH3+:8][CH2:9][C:10]1[CH:11]=[CH:12][C:13]([CH2:16][CH:17]([O:23][CH:24]([CH3:25])[CH3:26])[C:18]([O:20][CH2:21][CH3:22])=[O:19])=[CH:14][CH:15]=1.